From a dataset of Full USPTO retrosynthesis dataset with 1.9M reactions from patents (1976-2016). Predict the reactants needed to synthesize the given product. (1) Given the product [Br:8][C:6]1[N:7]=[C:2]([NH:14][CH2:13][C:12]2[C:11]([Cl:10])=[CH:18][CH:17]=[CH:16][C:15]=2[Cl:19])[C:3]([NH2:9])=[N:4][CH:5]=1, predict the reactants needed to synthesize it. The reactants are: Br[C:2]1[C:3]([NH2:9])=[N:4][CH:5]=[C:6]([Br:8])[N:7]=1.[Cl:10][C:11]1[CH:18]=[CH:17][CH:16]=[C:15]([Cl:19])[C:12]=1[CH2:13][NH2:14].CCN(C(C)C)C(C)C. (2) Given the product [C:24]([C:21]1[CH:22]=[C:23]2[C:18](=[CH:19][CH:20]=1)[NH:17][CH:16]=[C:15]2[CH2:14][CH2:13][CH2:12][N:29]1[CH2:30][CH2:31][N:26]([C:32]2[N:37]=[C:36]([C:38]([NH2:40])=[O:39])[CH:35]=[CH:34][N:33]=2)[CH2:27][CH2:28]1)#[N:25], predict the reactants needed to synthesize it. The reactants are: CC1C=CC(S(O[CH2:12][CH2:13][CH2:14][C:15]2[C:23]3[C:18](=[CH:19][CH:20]=[C:21]([C:24]#[N:25])[CH:22]=3)[NH:17][CH:16]=2)(=O)=O)=CC=1.[N:26]1([C:32]2[N:37]=[C:36]([C:38]([NH2:40])=[O:39])[CH:35]=[CH:34][N:33]=2)[CH2:31][CH2:30][NH:29][CH2:28][CH2:27]1.C(=O)([O-])[O-].[K+].[K+].[I-].[K+]. (3) Given the product [F:35][C:31]1[CH:32]=[CH:33][CH:34]=[C:2]([F:1])[C:3]=1[C:4]([NH:6][C:7]1[S:8][C:9]([C:21]2[CH:26]=[CH:25][CH:24]=[C:23]([C:27]([F:28])([F:29])[F:30])[CH:22]=2)=[C:10]([C:12]2[CH:16]=[CH:15][O:14][N:13]=2)[N:11]=1)=[O:5], predict the reactants needed to synthesize it. The reactants are: [F:1][C:2]1[CH:34]=[CH:33][CH:32]=[C:31]([F:35])[C:3]=1[C:4]([NH:6][C:7]1[S:8][C:9]([C:21]2[CH:26]=[CH:25][CH:24]=[C:23]([C:27]([F:30])([F:29])[F:28])[CH:22]=2)=[C:10]([C:12]2[CH:16]=[C:15]([Si](C)(C)C)[O:14][N:13]=2)[N:11]=1)=[O:5].[F-].[Cs+]. (4) Given the product [OH:11][C:12]1[CH:17]=[CH:16][CH:15]=[CH:14][C:13]=1[C:19](=[O:21])[CH:3]([CH3:1])[CH3:4], predict the reactants needed to synthesize it. The reactants are: [CH:1]([Li])([CH2:3][CH3:4])C.C([O:11][C:12]1[CH:17]=[CH:16][CH:15]=[CH:14][C:13]=1Br)(=O)C(C)C.[C:19](OCC)(=[O:21])C.C(=O)(O)O.[Na]. (5) Given the product [CH3:1][C:2]1[C:7]([CH:8]([CH2:13][CH2:14][CH3:15])[C:9]([OH:11])=[O:10])=[C:6]([C:16]2[CH:21]=[CH:20][C:19]([CH3:22])=[CH:18][CH:17]=2)[N:5]=[C:4]([C:23]2[CH:24]=[CH:25][C:26]([CH3:29])=[CH:27][CH:28]=2)[N:3]=1, predict the reactants needed to synthesize it. The reactants are: [CH3:1][C:2]1[C:7]([CH:8]([CH2:13][CH2:14][CH3:15])[C:9]([O:11]C)=[O:10])=[C:6]([C:16]2[CH:21]=[CH:20][C:19]([CH3:22])=[CH:18][CH:17]=2)[N:5]=[C:4]([C:23]2[CH:28]=[CH:27][C:26]([CH3:29])=[CH:25][CH:24]=2)[N:3]=1.[OH-].[Na+]. (6) Given the product [S:10]1[CH:11]=[CH:12][N:13]=[C:9]1[C:6]1[CH:7]=[CH:8][C:3]([OH:2])=[CH:4][CH:5]=1, predict the reactants needed to synthesize it. The reactants are: C[O:2][C:3]1[CH:8]=[CH:7][C:6]([C:9]2[S:10][CH:11]=[CH:12][N:13]=2)=[CH:5][CH:4]=1.Br.